From a dataset of Reaction yield outcomes from USPTO patents with 853,638 reactions. Predict the reaction yield, written as a fraction of the theoretical maximum amount of product (1.0 means a 100% yield; for example, 0.34 means a 34% yield). The reactants are [Br:1][C:2]1[CH:7]=[CH:6][C:5]([F:8])=[CH:4][C:3]=1[CH2:9][OH:10]. The catalyst is C(Cl)Cl.O=[Mn]=O. The product is [Br:1][C:2]1[CH:7]=[CH:6][C:5]([F:8])=[CH:4][C:3]=1[CH:9]=[O:10]. The yield is 0.920.